This data is from Catalyst prediction with 721,799 reactions and 888 catalyst types from USPTO. The task is: Predict which catalyst facilitates the given reaction. Reactant: [C:1]([O:5][C:6]([NH:8][C@@H:9]([C:14]([O:16][CH2:17][C:18]1[CH:23]=[CH:22][CH:21]=[CH:20][CH:19]=1)=[O:15])[CH2:10][CH2:11][CH2:12][OH:13])=[O:7])([CH3:4])([CH3:3])[CH3:2].CO[C:26](OC)([CH3:28])[CH3:27].CC1C=CC(S([O-])(=O)=O)=CC=1.C1C=C[NH+]=CC=1.O. Product: [CH3:27][C:26]1([CH3:28])[N:8]([C:6]([O:5][C:1]([CH3:4])([CH3:2])[CH3:3])=[O:7])[C@@H:9]([C:14]([O:16][CH2:17][C:18]2[CH:19]=[CH:20][CH:21]=[CH:22][CH:23]=2)=[O:15])[CH2:10][CH2:11][CH2:12][O:13]1. The catalyst class is: 1.